This data is from Full USPTO retrosynthesis dataset with 1.9M reactions from patents (1976-2016). The task is: Predict the reactants needed to synthesize the given product. (1) Given the product [CH3:25][N:6]([CH:7]1[CH2:8][CH2:9][N:10]([C:13]([N:41]2[CH2:40][CH2:39][C:36]3([CH2:35][N:34]([C:31]4[CH:30]=[CH:29][N:28]=[CH:33][CH:32]=4)[CH2:38][CH2:37]3)[CH2:43][CH2:42]2)=[O:15])[CH2:11][CH2:12]1)[CH2:5][C:4]([O:3][CH2:1][CH3:2])=[O:26], predict the reactants needed to synthesize it. The reactants are: [CH2:1]([O:3][C:4](=[O:26])[CH2:5][N:6]([CH3:25])[CH:7]1[CH2:12][CH2:11][N:10]([C:13]([O:15]C2C=CC([N+]([O-])=O)=CC=2)=O)[CH2:9][CH2:8]1)[CH3:2].Cl.[N:28]1[CH:33]=[CH:32][C:31]([N:34]2[CH2:38][CH2:37][C:36]3([CH2:43][CH2:42][NH:41][CH2:40][CH2:39]3)[CH2:35]2)=[CH:30][CH:29]=1. (2) Given the product [NH2:2][C:3]1[C:11]2[C:10]([C:12]3[CH:17]=[CH:16][C:15]([Cl:18])=[C:14]([Cl:19])[CH:13]=3)=[N:9][C:8]([O:30][CH2:28][CH3:29])=[N:7][C:6]=2[S:5][C:4]=1[C:23]([NH2:25])=[O:24], predict the reactants needed to synthesize it. The reactants are: [Na].[NH2:2][C:3]1[C:11]2[C:10]([C:12]3[CH:17]=[CH:16][C:15]([Cl:18])=[C:14]([Cl:19])[CH:13]=3)=[N:9][C:8](S(C)=O)=[N:7][C:6]=2[S:5][C:4]=1[C:23]([NH2:25])=[O:24].Cl.O.[CH2:28]([OH:30])[CH3:29]. (3) Given the product [F:1][C:2]1[CH:7]=[C:6]([F:8])[CH:5]=[CH:4][C:3]=1[S:9][C:10]1[CH:11]=[CH:12][C:13]2[N:14]([C:16]([C:19]3[CH:27]=[CH:26][C:22]([C:23]([NH:25][CH2:30][CH2:28][OH:29])=[O:24])=[CH:21][CH:20]=3)=[N:17][N:18]=2)[CH:15]=1, predict the reactants needed to synthesize it. The reactants are: [F:1][C:2]1[CH:7]=[C:6]([F:8])[CH:5]=[CH:4][C:3]=1[S:9][C:10]1[CH:11]=[CH:12][C:13]2[N:14]([C:16]([C:19]3[CH:27]=[CH:26][C:22]([C:23]([NH2:25])=[O:24])=[CH:21][CH:20]=3)=[N:17][N:18]=2)[CH:15]=1.[CH2:28]([CH2:30]N)[OH:29]. (4) Given the product [NH2:7][C:8]1[CH:13]=[CH:12][CH:11]=[CH:10][C:9]=1[NH:14][C:15](=[O:38])/[CH:16]=[CH:17]/[C:18]1[CH:22]=[CH:21][N:20]([S:23]([C:26]2[CH:27]=[CH:28][C:29]([C:32]3[CH:37]=[CH:36][CH:35]=[CH:34][CH:33]=3)=[CH:30][CH:31]=2)(=[O:25])=[O:24])[CH:19]=1, predict the reactants needed to synthesize it. The reactants are: C(OC(=O)[NH:7][C:8]1[CH:13]=[CH:12][CH:11]=[CH:10][C:9]=1[NH:14][C:15](=[O:38])/[CH:16]=[CH:17]/[C:18]1[CH:22]=[CH:21][N:20]([S:23]([C:26]2[CH:31]=[CH:30][C:29]([C:32]3[CH:37]=[CH:36][CH:35]=[CH:34][CH:33]=3)=[CH:28][CH:27]=2)(=[O:25])=[O:24])[CH:19]=1)(C)(C)C.C(O)(C(F)(F)F)=O. (5) Given the product [OH:4][C:5]1[CH:12]=[CH:11][C:8]([CH2:9][NH:10][C:25](=[O:26])[C:24]2[CH:28]=[CH:29][C:30]([O:31][CH3:32])=[C:22]([O:21][CH3:20])[CH:23]=2)=[CH:7][CH:6]=1, predict the reactants needed to synthesize it. The reactants are: [Cl-].[Ca+2].[Cl-].[OH:4][C:5]1[CH:12]=[CH:11][C:8]([CH2:9][NH2:10])=[CH:7][CH:6]=1.C(N(CC)CC)C.[CH3:20][O:21][C:22]1[CH:23]=[C:24]([CH:28]=[CH:29][C:30]=1[O:31][CH3:32])[C:25](Cl)=[O:26]. (6) Given the product [Br:13][C:10]1[CH:11]=[CH:12][C:2]([N:1]=[C:14]=[O:15])=[C:3]([CH:9]=1)[C:4]([N:6]([CH3:7])[CH3:8])=[O:5], predict the reactants needed to synthesize it. The reactants are: [NH2:1][C:2]1[CH:12]=[CH:11][C:10]([Br:13])=[CH:9][C:3]=1[C:4]([N:6]([CH3:8])[CH3:7])=[O:5].[C:14](Cl)(Cl)=[O:15]. (7) Given the product [CH3:4][C:3]1([CH3:5])[S:6][CH2:10][NH:1][CH:2]1[C:7]([NH2:9])=[O:8], predict the reactants needed to synthesize it. The reactants are: [NH2:1][C@H:2]([C:7]([NH2:9])=[O:8])[C:3]([SH:6])([CH3:5])[CH3:4].[CH2:10]=O. (8) Given the product [NH2:1][C:2]1[CH:10]=[CH:9][C:8]([C:17]#[C:16][Si:12]([CH3:15])([CH3:14])[CH3:13])=[CH:7][C:3]=1[C:4]([OH:6])=[O:5], predict the reactants needed to synthesize it. The reactants are: [NH2:1][C:2]1[CH:10]=[CH:9][C:8](I)=[CH:7][C:3]=1[C:4]([OH:6])=[O:5].[Si:12]([C:16]#[CH:17])([CH3:15])([CH3:14])[CH3:13].C(N(CC)CC)C.